Dataset: TCR-epitope binding with 47,182 pairs between 192 epitopes and 23,139 TCRs. Task: Binary Classification. Given a T-cell receptor sequence (or CDR3 region) and an epitope sequence, predict whether binding occurs between them. (1) Result: 1 (the TCR binds to the epitope). The TCR CDR3 sequence is CASNEDSNYGYTF. The epitope is DATYQRTRALVR. (2) The epitope is ISDYDYYRY. The TCR CDR3 sequence is CSARDRPGGPSNQPQHF. Result: 0 (the TCR does not bind to the epitope). (3) The epitope is FTISVTTEIL. The TCR CDR3 sequence is CSARDLDSLSYEQYF. Result: 0 (the TCR does not bind to the epitope). (4) The epitope is KRWIILGLNK. The TCR CDR3 sequence is CASSQGRGDYGYTF. Result: 1 (the TCR binds to the epitope). (5) The epitope is ELAGIGILTV. The TCR CDR3 sequence is CASSRTGTGGVEPQHF. Result: 1 (the TCR binds to the epitope). (6) The epitope is YLKLTDNVYIK. The TCR CDR3 sequence is CASSYGTGDGYTF. Result: 1 (the TCR binds to the epitope).